From a dataset of Peptide-MHC class II binding affinity with 134,281 pairs from IEDB. Regression. Given a peptide amino acid sequence and an MHC pseudo amino acid sequence, predict their binding affinity value. This is MHC class II binding data. (1) The peptide sequence is LISRVLDGLVMTTIS. The MHC is HLA-DQA10501-DQB10301 with pseudo-sequence HLA-DQA10501-DQB10301. The binding affinity (normalized) is 0.692. (2) The peptide sequence is ILTVSVAVSEGKPTE. The MHC is DRB1_0405 with pseudo-sequence DRB1_0405. The binding affinity (normalized) is 0.281. (3) The peptide sequence is GELNIVDKIDAAFKI. The MHC is DRB1_0701 with pseudo-sequence DRB1_0701. The binding affinity (normalized) is 0.762. (4) The peptide sequence is PGDSLAEVELRQHGS. The MHC is HLA-DPA10201-DPB10501 with pseudo-sequence HLA-DPA10201-DPB10501. The binding affinity (normalized) is 0.186. (5) The peptide sequence is LGVLLLIGCWYCRRRNGYR. The MHC is DRB1_0301 with pseudo-sequence DRB1_0301. The binding affinity (normalized) is 0.0460. (6) The peptide sequence is LNKFVSPKSVIGRFV. The MHC is DRB1_1302 with pseudo-sequence DRB1_1302. The binding affinity (normalized) is 0.342. (7) The binding affinity (normalized) is 0.332. The peptide sequence is SAHGSGREVIDAMCH. The MHC is HLA-DQA10501-DQB10303 with pseudo-sequence HLA-DQA10501-DQB10303.